This data is from Full USPTO retrosynthesis dataset with 1.9M reactions from patents (1976-2016). The task is: Predict the reactants needed to synthesize the given product. (1) Given the product [OH:7][C:1]([C:3]([F:6])([F:5])[F:4])=[O:2].[NH2:32][CH2:31][CH2:30][C:28]1[O:29][C:25]([C@@H:20]2[CH2:19][CH2:18][C@@H:17]3[CH2:24][N:21]2[C:22](=[O:23])[N:16]3[O:15][CH2:8][C:9]2[CH:14]=[CH:13][CH:12]=[CH:11][CH:10]=2)=[N:26][N:27]=1, predict the reactants needed to synthesize it. The reactants are: [C:1]([OH:7])([C:3]([F:6])([F:5])[F:4])=[O:2].[CH2:8]([O:15][N:16]1[C:22](=[O:23])[N:21]2[CH2:24][C@H:17]1[CH2:18][CH2:19][C@H:20]2[C:25]1[O:29][C:28]([CH2:30][CH2:31][NH:32]C(=O)OC(C)(C)C)=[N:27][N:26]=1)[C:9]1[CH:14]=[CH:13][CH:12]=[CH:11][CH:10]=1. (2) Given the product [F:15][C:16]([F:18])([F:17])[CH:7]([C:6]1[N:2]([CH3:1])[CH:3]=[N:4][CH:5]=1)[OH:8], predict the reactants needed to synthesize it. The reactants are: [CH3:1][N:2]1[C:6]([CH:7]=[O:8])=[CH:5][N:4]=[CH:3]1.C(=O)([O-])[O-].[K+].[K+].[F:15][C:16]([Si](C)(C)C)([F:18])[F:17]. (3) Given the product [CH3:1][N:2]1[C:6]([C:7]2[CH:19]=[N:18][C:17]3[C:16]4[CH:15]=[CH:14][C:13]5[C:20](=[O:21])[O:22][CH2:23][C:12]=5[C:11]=4[N:10]([C@H:43]([C:50]4[CH:55]=[CH:54][CH:53]=[CH:52][CH:51]=4)[CH:44]4[CH2:45][CH2:46][O:47][CH2:48][CH2:49]4)[C:9]=3[CH:8]=2)=[C:5]([CH3:24])[N:4]=[N:3]1, predict the reactants needed to synthesize it. The reactants are: [CH3:1][N:2]1[C:6]([C:7]2[CH:19]=[N:18][C:17]3[C:16]4[CH:15]=[CH:14][C:13]([C:20]([O:22][CH3:23])=[O:21])=[CH:12][C:11]=4[NH:10][C:9]=3[CH:8]=2)=[C:5]([CH3:24])[N:4]=[N:3]1.BrC1C=NC2C3C=CC4C(=O)OCC=4C=3N([C@H:43]([C:50]3[CH:55]=[CH:54][CH:53]=[CH:52][CH:51]=3)[CH:44]3[CH2:49][CH2:48][O:47][CH2:46][CH2:45]3)C=2C=1. (4) Given the product [NH2:28][CH2:27][C:26]([NH:25][C:21]1[CH:20]=[C:19]([NH:18][C:13]2[N:12]=[C:11]([NH:10][CH2:9][CH2:8][CH2:7][NH:6][C:4](=[O:5])[C:3]([CH3:37])([CH3:38])[C:2]([NH2:1])=[O:39])[C:16]([Br:17])=[CH:15][N:14]=2)[CH:24]=[CH:23][CH:22]=1)=[O:36], predict the reactants needed to synthesize it. The reactants are: [NH2:1][C:2](=[O:39])[C:3]([CH3:38])([CH3:37])[C:4]([NH:6][CH2:7][CH2:8][CH2:9][NH:10][C:11]1[C:16]([Br:17])=[CH:15][N:14]=[C:13]([NH:18][C:19]2[CH:20]=[C:21]([NH:25][C:26](=[O:36])[CH2:27][NH:28]C(=O)OC(C)(C)C)[CH:22]=[CH:23][CH:24]=2)[N:12]=1)=[O:5].Cl. (5) Given the product [I:23][C:2]1[C:11]2[C:10](=[O:12])[CH2:9][C:8]([CH3:14])([CH3:13])[CH2:7][C:6]=2[N:5]=[C:4]([CH:15]([CH3:17])[CH3:16])[C:3]=1[C:18]([O:20][CH2:21][CH3:22])=[O:19], predict the reactants needed to synthesize it. The reactants are: Cl[C:2]1[C:11]2[C:10](=[O:12])[CH2:9][C:8]([CH3:14])([CH3:13])[CH2:7][C:6]=2[N:5]=[C:4]([CH:15]([CH3:17])[CH3:16])[C:3]=1[C:18]([O:20][CH2:21][CH3:22])=[O:19].[I-:23].[Na+].C(Cl)(=O)C.C(=O)([O-])O.[Na+]. (6) Given the product [CH:38]1([C:36]([NH:35][C:33]2[N:34]=[C:29]3[CH:28]=[CH:27][C:26]([O:25][C:24]4[CH:41]=[CH:42][C:43]([F:44])=[C:22]([NH:21][C:7]([C:6]5[S:5][CH:4]=[N:3][C:2]=5[CH3:1])=[O:9])[CH:23]=4)=[N:31][N:30]3[CH:32]=2)=[O:37])[CH2:39][CH2:40]1, predict the reactants needed to synthesize it. The reactants are: [CH3:1][C:2]1[N:3]=[CH:4][S:5][C:6]=1[C:7]([OH:9])=O.O1CCCC1.C(Cl)(=O)C(Cl)=O.[NH2:21][C:22]1[CH:23]=[C:24]([CH:41]=[CH:42][C:43]=1[F:44])[O:25][C:26]1[CH:27]=[CH:28][C:29]2[N:30]([CH:32]=[C:33]([NH:35][C:36]([CH:38]3[CH2:40][CH2:39]3)=[O:37])[N:34]=2)[N:31]=1.